The task is: Predict which catalyst facilitates the given reaction.. This data is from Catalyst prediction with 721,799 reactions and 888 catalyst types from USPTO. Reactant: [O:1]=[C:2]1[C:7]([CH:8]([NH:10]C(=O)C)[CH3:9])=[N:6][N:5]=[C:4]([C:14]2[CH:15]=[N:16][CH:17]=[CH:18][CH:19]=2)[NH:3]1. Product: [NH2:10][CH:8]([C:7]1[C:2](=[O:1])[NH:3][C:4]([C:14]2[CH:15]=[N:16][CH:17]=[CH:18][CH:19]=2)=[N:5][N:6]=1)[CH3:9]. The catalyst class is: 33.